Dataset: Full USPTO retrosynthesis dataset with 1.9M reactions from patents (1976-2016). Task: Predict the reactants needed to synthesize the given product. (1) Given the product [CH3:26][O:25][C:18]1[CH:19]=[CH:20][C:21]([O:23][CH3:24])=[CH:22][C:17]=1[NH:12][C:10]1[S:11][CH:7]=[C:6]([C:5]2[CH:28]=[CH:27][C:31]([O:30][CH3:29])=[CH:3][CH:4]=2)[N:9]=1, predict the reactants needed to synthesize it. The reactants are: CO[C:3]1C=[CH:7][C:6]([NH:9][C:10]([NH2:12])=[S:11])=[CH:5][CH:4]=1.BrCC([C:17]1[CH:22]=[C:21]([O:23][CH3:24])[CH:20]=[CH:19][C:18]=1[O:25][CH3:26])=O.[CH2:27]1[CH2:31][O:30][CH2:29][CH2:28]1. (2) Given the product [CH2:18]([O:17][C:14]1[CH:13]=[CH:12][C:11]([O:10][CH2:9][C:2]([CH3:20])([NH:1][S:36]([CH2:35][C:29]2[CH:34]=[CH:33][CH:32]=[CH:31][CH:30]=2)(=[O:38])=[O:37])[C:3]([NH:5][CH2:6][C:7]#[CH:8])=[O:4])=[CH:16][CH:15]=1)[CH3:19], predict the reactants needed to synthesize it. The reactants are: [NH2:1][C:2]([CH3:20])([CH2:9][O:10][C:11]1[CH:16]=[CH:15][C:14]([O:17][CH2:18][CH3:19])=[CH:13][CH:12]=1)[C:3]([NH:5][CH2:6][C:7]#[CH:8])=[O:4].C1N2CCN(CC2)C1.[C:29]1([CH2:35][S:36](Cl)(=[O:38])=[O:37])[CH:34]=[CH:33][CH:32]=[CH:31][CH:30]=1. (3) Given the product [CH3:1][O:2][C:3](=[O:19])[C@@H:4]([NH:11][C:12]([O:14][CH3:15])=[O:13])[C@H:5]([O:7][CH:8]([F:10])[F:9])[CH3:6], predict the reactants needed to synthesize it. The reactants are: [CH3:1][O:2][C:3](=[O:19])[CH:4]([NH:11][C:12]([O:14][C:15](C)(C)C)=[O:13])[CH:5]([O:7][CH:8]([F:10])[F:9])[CH3:6].Cl.C(N(C(C)C)CC)(C)C.ClC(OC)=O.